Dataset: Full USPTO retrosynthesis dataset with 1.9M reactions from patents (1976-2016). Task: Predict the reactants needed to synthesize the given product. (1) The reactants are: [CH3:1][N:2]1[C:6]2[CH:7]=[CH:8][C:9]([N:11]3[CH:16]=[C:15]([C:17]([OH:19])=[O:18])[C:14](=[O:20])[N:13]([CH:21]4[C:30]5[C:25](=[C:26]([C:31]([F:34])([F:33])[F:32])[CH:27]=[CH:28][CH:29]=5)[CH2:24][CH2:23][CH2:22]4)[C:12]3=[O:35])=[CH:10][C:5]=2[O:4][C:3]1=[O:36].S(Cl)(Cl)=O.[CH3:41]O. Given the product [CH3:1][N:2]1[C:6]2[CH:7]=[CH:8][C:9]([N:11]3[CH:16]=[C:15]([C:17]([O:19][CH3:41])=[O:18])[C:14](=[O:20])[N:13]([CH:21]4[C:30]5[C:25](=[C:26]([C:31]([F:34])([F:33])[F:32])[CH:27]=[CH:28][CH:29]=5)[CH2:24][CH2:23][CH2:22]4)[C:12]3=[O:35])=[CH:10][C:5]=2[O:4][C:3]1=[O:36], predict the reactants needed to synthesize it. (2) Given the product [F:9][C:8]([F:11])([F:10])[C:4]1[N:3]=[C:2]([N:12]2[CH2:17][CH2:16][NH:15][CH2:14][CH2:13]2)[CH:7]=[CH:6][CH:5]=1, predict the reactants needed to synthesize it. The reactants are: Cl[C:2]1[CH:7]=[CH:6][CH:5]=[C:4]([C:8]([F:11])([F:10])[F:9])[N:3]=1.[NH:12]1[CH2:17][CH2:16][NH:15][CH2:14][CH2:13]1.C(N(CC)CC)C. (3) Given the product [CH:48]1([CH2:47][O:46][C:43]2[CH:42]=[CH:41][C:40]([C@H:38]3[CH2:37][O:36][C:32]4=[CH:33][C:34]5[CH2:35][C@@H:26]([C:24]([NH:23][C@@H:6]([CH2:7][C:8]6[CH:9]=[CH:10][C:11]([O:14][C:15]7[CH:20]=[CH:19][N:18]=[C:17]([CH3:21])[C:16]=7[CH3:22])=[CH:12][CH:13]=6)[C:68]([OH:71])=[O:69])=[O:25])[N:27]([C:56](=[O:57])[C:58]6[CH:63]=[CH:62][CH:61]=[C:60]([OH:64])[CH:59]=6)[CH2:28][C:29]=5[CH:30]=[C:31]4[O:39]3)=[CH:45][CH:44]=2)[CH2:53][CH2:52][CH2:51][CH2:50][CH2:49]1, predict the reactants needed to synthesize it. The reactants are: Cl.Cl.COC(=O)[C@@H:6]([NH:23][C:24]([C@@H:26]1[CH2:35][C:34]2[CH:33]=[C:32]3[O:36][CH2:37][C@H:38]([C:40]4[CH:45]=[CH:44][C:43]([O:46][CH2:47][CH:48]5[CH2:53][CH2:52][CH2:51][CH2:50][CH2:49]5)=[CH:42][CH:41]=4)[O:39][C:31]3=[CH:30][C:29]=2[CH2:28][NH:27]1)=[O:25])[CH2:7][C:8]1[CH:13]=[CH:12][C:11]([O:14][C:15]2[CH:20]=[CH:19][N:18]=[C:17]([CH3:21])[C:16]=2[CH3:22])=[CH:10][CH:9]=1.Cl[C:56]([C:58]1[CH:59]=[C:60]([O:64]C(=O)C)[CH:61]=[CH:62][CH:63]=1)=[O:57].[C:68]([O-:71])(O)=[O:69].[Na+]. (4) Given the product [Cl:1][C:2]1[CH:7]=[CH:6][C:5]([C:8]2[N:9]=[C:10]([NH:20][CH2:21][CH3:22])[S:11][C:12]=2[C:13]2[CH:18]=[CH:17][N:16]=[C:15]([NH:40][C:28]3[CH:29]=[CH:30][C:31]([O:32][CH2:33][CH2:34][N:35]4[CH2:36][CH2:37][CH2:38][CH2:39]4)=[C:26]([Cl:25])[CH:27]=3)[N:14]=2)=[CH:4][C:3]=1[O:23][CH3:24], predict the reactants needed to synthesize it. The reactants are: [Cl:1][C:2]1[CH:7]=[CH:6][C:5]([C:8]2[N:9]=[C:10]([NH:20][CH2:21][CH3:22])[S:11][C:12]=2[C:13]2[CH:18]=[CH:17][N:16]=[C:15](Cl)[N:14]=2)=[CH:4][C:3]=1[O:23][CH3:24].[Cl:25][C:26]1[CH:27]=[C:28]([NH2:40])[CH:29]=[CH:30][C:31]=1[O:32][CH2:33][CH2:34][N:35]1[CH2:39][CH2:38][CH2:37][CH2:36]1.